This data is from Full USPTO retrosynthesis dataset with 1.9M reactions from patents (1976-2016). The task is: Predict the reactants needed to synthesize the given product. (1) Given the product [CH2:14]([N:11]1[C:1]([C:2]2[CH:7]=[CH:6][N:5]=[CH:4][CH:3]=2)=[N:9][N:10]=[C:12]1[S:13][CH2:29][CH2:30][N:31]1[CH2:36][CH2:35][O:34][CH2:33][CH2:32]1)[CH3:15], predict the reactants needed to synthesize it. The reactants are: [C:1]([NH:9][NH2:10])(=O)[C:2]1[CH:7]=[CH:6][N:5]=[CH:4][CH:3]=1.[N:11]([CH2:14][C:15](OCC)=O)=[C:12]=[S:13].C(N(CC)CC)C.Cl.Cl[CH2:29][CH2:30][N:31]1[CH2:36][CH2:35][O:34][CH2:33][CH2:32]1. (2) Given the product [CH2:23]([C@H:12]1[C@H:11]([NH:10][C:9]2[C:4]3[N:5]([CH:28]=[C:2]([C:35]4[CH:34]=[N:33][N:32]([CH:29]([CH3:31])[CH3:30])[CH:36]=4)[CH:3]=3)[N:6]=[CH:7][C:8]=2[C:25]([NH2:27])=[O:26])[CH2:16][CH2:15][N:14]([C:17](=[O:22])[C:18]([OH:21])([CH3:20])[CH3:19])[CH2:13]1)[CH3:24], predict the reactants needed to synthesize it. The reactants are: Br[C:2]1[CH:3]=[C:4]2[C:9]([NH:10][C@@H:11]3[CH2:16][CH2:15][N:14]([C:17](=[O:22])[C:18]([OH:21])([CH3:20])[CH3:19])[CH2:13][C@H:12]3[CH2:23][CH3:24])=[C:8]([C:25]([NH2:27])=[O:26])[CH:7]=[N:6][N:5]2[CH:28]=1.[CH:29]([N:32]1[CH:36]=[C:35](B2OC(C)(C)C(C)(C)O2)[CH:34]=[N:33]1)([CH3:31])[CH3:30].P([O-])([O-])([O-])=O.[K+].[K+].[K+]. (3) Given the product [F:1][C:2]1[C:3](=[N:21][C:28](=[O:30])[CH3:29])[N:4]([CH3:20])[C:5](=[O:19])[N:6]([S:8]([C:11]2[CH:12]=[CH:13][C:14]([O:17][CH3:18])=[CH:15][CH:16]=2)(=[O:10])=[O:9])[CH:7]=1, predict the reactants needed to synthesize it. The reactants are: [F:1][C:2]1[C:3](=[NH:21])[N:4]([CH3:20])[C:5](=[O:19])[N:6]([S:8]([C:11]2[CH:16]=[CH:15][C:14]([O:17][CH3:18])=[CH:13][CH:12]=2)(=[O:10])=[O:9])[CH:7]=1.N1C=CC=CC=1.[C:28](Cl)(=[O:30])[CH3:29]. (4) Given the product [Cl:13][C:12]1[C:7]([C:21]2([OH:24])[CH2:22][CH2:23][C:18]3([O:17][CH2:16][CH2:15][O:14]3)[CH2:19][CH2:20]2)=[N:8][CH:9]=[CH:10][CH:11]=1, predict the reactants needed to synthesize it. The reactants are: C([Li])CCC.Br[C:7]1[C:12]([Cl:13])=[CH:11][CH:10]=[CH:9][N:8]=1.[O:14]1[C:18]2([CH2:23][CH2:22][C:21](=[O:24])[CH2:20][CH2:19]2)[O:17][CH2:16][CH2:15]1. (5) Given the product [CH2:17]([O:21][C:2]1[CH:7]=[C:6]([O:15][CH:13]([CH3:14])[CH:12]([Cl:16])[Cl:11])[N:5]=[CH:4][N:3]=1)[C:18]#[C:19][CH3:20], predict the reactants needed to synthesize it. The reactants are: Cl[C:2]1[CH:7]=[C:6](Cl)[N:5]=[CH:4][N:3]=1.[H-].[Na+].[Cl:11][CH:12]([Cl:16])[CH:13]([OH:15])[CH3:14].[CH2:17]([OH:21])[C:18]#[C:19][CH3:20].[Cl-].[NH4+]. (6) Given the product [CH2:1]([C:3]([CH2:19][O:20][CH3:21])([CH2:9][CH3:10])[C:4]([O:6][CH2:7][CH3:8])=[O:5])[CH3:2], predict the reactants needed to synthesize it. The reactants are: [CH2:1]([CH:3]([CH2:9][CH3:10])[C:4]([O:6][CH2:7][CH3:8])=[O:5])[CH3:2].C([N-]C(C)C)(C)C.[Li+].[CH3:19][O:20][CH2:21]Cl. (7) Given the product [C:9]([OH:15])(=[O:14])[CH2:6][CH2:5][CH2:4][CH2:3][C:2]([OH:8])=[O:7], predict the reactants needed to synthesize it. The reactants are: O.[C:2]([OH:8])(=[O:7])[CH:3]=[CH:4][CH2:5][CH3:6].[C:9]([OH:15])(=[O:14])CC=CC.C(O)(=O)CCC=C.C1(=O)OC(C)CC1.C(P(CC1C=CC=CC=1CP(C(C)(C)C)C(C)(C)C)C(C)(C)C)(C)(C)C.CS(O)(=O)=O.